From a dataset of NCI-60 drug combinations with 297,098 pairs across 59 cell lines. Regression. Given two drug SMILES strings and cell line genomic features, predict the synergy score measuring deviation from expected non-interaction effect. (1) Drug 1: C1CCC(CC1)NC(=O)N(CCCl)N=O. Drug 2: CC1=C(C=C(C=C1)NC(=O)C2=CC=C(C=C2)CN3CCN(CC3)C)NC4=NC=CC(=N4)C5=CN=CC=C5. Cell line: LOX IMVI. Synergy scores: CSS=51.2, Synergy_ZIP=5.67, Synergy_Bliss=7.56, Synergy_Loewe=4.41, Synergy_HSA=6.33. (2) Drug 1: COC1=CC(=CC(=C1O)OC)C2C3C(COC3=O)C(C4=CC5=C(C=C24)OCO5)OC6C(C(C7C(O6)COC(O7)C8=CC=CS8)O)O. Drug 2: C(CC(=O)O)C(=O)CN.Cl. Cell line: RXF 393. Synergy scores: CSS=21.1, Synergy_ZIP=-4.60, Synergy_Bliss=-1.79, Synergy_Loewe=-44.4, Synergy_HSA=0.157. (3) Drug 2: CN(CCCl)CCCl.Cl. Cell line: MCF7. Synergy scores: CSS=42.0, Synergy_ZIP=-14.4, Synergy_Bliss=-3.56, Synergy_Loewe=-4.49, Synergy_HSA=-0.733. Drug 1: CC1OCC2C(O1)C(C(C(O2)OC3C4COC(=O)C4C(C5=CC6=C(C=C35)OCO6)C7=CC(=C(C(=C7)OC)O)OC)O)O. (4) Drug 1: C1CNP(=O)(OC1)N(CCCl)CCCl. Drug 2: C1C(C(OC1N2C=NC(=NC2=O)N)CO)O. Cell line: HL-60(TB). Synergy scores: CSS=48.3, Synergy_ZIP=-0.704, Synergy_Bliss=1.59, Synergy_Loewe=0.881, Synergy_HSA=8.94. (5) Drug 2: CCC(=C(C1=CC=CC=C1)C2=CC=C(C=C2)OCCN(C)C)C3=CC=CC=C3.C(C(=O)O)C(CC(=O)O)(C(=O)O)O. Synergy scores: CSS=-8.75, Synergy_ZIP=4.73, Synergy_Bliss=1.29, Synergy_Loewe=-4.05, Synergy_HSA=-5.09. Cell line: MALME-3M. Drug 1: CN(CC1=CN=C2C(=N1)C(=NC(=N2)N)N)C3=CC=C(C=C3)C(=O)NC(CCC(=O)O)C(=O)O. (6) Drug 1: CN(C)N=NC1=C(NC=N1)C(=O)N. Drug 2: CC(C)NC(=O)C1=CC=C(C=C1)CNNC.Cl. Cell line: CCRF-CEM. Synergy scores: CSS=40.4, Synergy_ZIP=15.2, Synergy_Bliss=17.1, Synergy_Loewe=6.98, Synergy_HSA=12.4. (7) Drug 1: C1=NC2=C(N=C(N=C2N1C3C(C(C(O3)CO)O)O)F)N. Drug 2: C1=NNC2=C1C(=O)NC=N2. Cell line: SF-539. Synergy scores: CSS=0.280, Synergy_ZIP=-1.96, Synergy_Bliss=-4.80, Synergy_Loewe=-1.22, Synergy_HSA=-4.67. (8) Drug 1: C1CCC(C1)C(CC#N)N2C=C(C=N2)C3=C4C=CNC4=NC=N3. Drug 2: C1CCC(C(C1)N)N.C(=O)(C(=O)[O-])[O-].[Pt+4]. Cell line: SR. Synergy scores: CSS=87.4, Synergy_ZIP=5.20, Synergy_Bliss=5.17, Synergy_Loewe=0.566, Synergy_HSA=5.61. (9) Cell line: TK-10. Drug 1: C1CCC(CC1)NC(=O)N(CCCl)N=O. Synergy scores: CSS=2.84, Synergy_ZIP=-2.92, Synergy_Bliss=-3.68, Synergy_Loewe=-6.16, Synergy_HSA=-4.51. Drug 2: N.N.Cl[Pt+2]Cl. (10) Drug 1: CC=C1C(=O)NC(C(=O)OC2CC(=O)NC(C(=O)NC(CSSCCC=C2)C(=O)N1)C(C)C)C(C)C. Drug 2: C(=O)(N)NO. Cell line: RPMI-8226. Synergy scores: CSS=62.8, Synergy_ZIP=6.34, Synergy_Bliss=8.66, Synergy_Loewe=-48.1, Synergy_HSA=-1.92.